Dataset: Forward reaction prediction with 1.9M reactions from USPTO patents (1976-2016). Task: Predict the product of the given reaction. (1) Given the reactants [Cl:1][C:2]1[CH:3]=[CH:4][CH:5]=[C:6]2[C:11]=1[N:10]=[C:9]([CH2:12]Cl)[N:8]([C:14]1[CH:19]=[CH:18][CH:17]=[CH:16][C:15]=1[Cl:20])[C:7]2=[O:21].[N:22]1[C:30]([NH2:31])=[C:29]2[C:25]([N:26]=[CH:27][NH:28]2)=[N:24][CH:23]=1.C([O-])([O-])=O.[K+].[K+], predict the reaction product. The product is: [NH2:31][C:30]1[N:22]=[CH:23][N:24]=[C:25]2[C:29]=1[N:28]=[CH:27][N:26]2[CH2:12][C:9]1[N:8]([C:14]2[CH:19]=[CH:18][CH:17]=[CH:16][C:15]=2[Cl:20])[C:7](=[O:21])[C:6]2[C:11](=[C:2]([Cl:1])[CH:3]=[CH:4][CH:5]=2)[N:10]=1. (2) Given the reactants [NH2:1][C:2]1[N:7]=[C:6](Cl)[C:5]([C:9]#[N:10])=[C:4]([C:11]2[CH:16]=[CH:15][CH:14]=[C:13]([O:17]CC3C=CC=CC=3)[CH:12]=2)[N:3]=1.[SH:25][CH2:26][C:27]([NH2:29])=[O:28].C([O-])([O-])=O.[Na+].[Na+].CC[O-].[Na+], predict the reaction product. The product is: [NH2:1][C:2]1[N:3]=[C:4]([C:11]2[CH:16]=[CH:15][CH:14]=[C:13]([OH:17])[CH:12]=2)[C:5]2[C:9]([NH2:10])=[C:26]([C:27]([NH2:29])=[O:28])[S:25][C:6]=2[N:7]=1. (3) Given the reactants [O:1]=[C:2]1[C:11]2[CH:10]=[CH:9][CH:8]=[C:7]3[NH:12][CH:13]([C:21]4[CH:28]=[CH:27][C:24]([CH:25]=O)=[CH:23][CH:22]=4)[CH:14]([C:15]4[CH:20]=[CH:19][CH:18]=[CH:17][CH:16]=4)[C:5]([C:6]=23)=[N:4][NH:3]1.C(Cl)Cl.[CH2:32]([N:34]1[CH2:39][CH2:38][NH:37][CH2:36][CH:35]1[CH3:40])[CH3:33].[BH4-].[Na+], predict the reaction product. The product is: [CH2:32]([N:34]1[CH2:39][CH2:38][N:37]([CH2:25][C:24]2[CH:23]=[CH:22][C:21]([CH:13]3[NH:12][C:7]4[C:6]5[C:5](=[N:4][NH:3][C:2](=[O:1])[C:11]=5[CH:10]=[CH:9][CH:8]=4)[CH:14]3[C:15]3[CH:20]=[CH:19][CH:18]=[CH:17][CH:16]=3)=[CH:28][CH:27]=2)[CH2:36][CH:35]1[CH3:40])[CH3:33]. (4) Given the reactants Br[C:2]1[CH:7]=[CH:6][C:5]([N:8]2[C:16]3[C:15]4[CH:17]=[C:18]([NH:21][C:22](=[O:30])[C:23]5[CH:28]=[CH:27][CH:26]=[CH:25][C:24]=5[Cl:29])[CH:19]=[CH:20][C:14]=4[CH2:13][CH2:12][C:11]=3[C:10]([C:31]([NH2:33])=[O:32])=[N:9]2)=[CH:4][CH:3]=1.[CH3:34][N:35](C=O)C, predict the reaction product. The product is: [Cl:29][C:24]1[CH:25]=[CH:26][CH:27]=[CH:28][C:23]=1[C:22]([NH:21][C:18]1[CH:19]=[CH:20][C:14]2[CH2:13][CH2:12][C:11]3[C:10]([C:31]([NH2:33])=[O:32])=[N:9][N:8]([C:5]4[CH:6]=[CH:7][C:2]([C:34]#[N:35])=[CH:3][CH:4]=4)[C:16]=3[C:15]=2[CH:17]=1)=[O:30]. (5) Given the reactants [CH3:1][O:2][C:3]1[CH:21]=[CH:20][C:6]([CH2:7][N:8]2[CH:12]=[C:11](I)[C:10]([C:14]([N:16]([O:18][CH3:19])[CH3:17])=[O:15])=[N:9]2)=[CH:5][CH:4]=1.[CH3:22][C:23]1[N:28]=[C:27]([O:29][C:30]2[S:31][CH:32]=[C:33](B3OC(C)(C)C(C)(C)O3)[N:34]=2)[CH:26]=[CH:25][CH:24]=1.C(N(C(C)C)C(C)C)C, predict the reaction product. The product is: [CH3:1][O:2][C:3]1[CH:21]=[CH:20][C:6]([CH2:7][N:8]2[CH:12]=[C:11]([C:33]3[N:34]=[C:30]([O:29][C:27]4[CH:26]=[CH:25][CH:24]=[C:23]([CH3:22])[N:28]=4)[S:31][CH:32]=3)[C:10]([C:14]([N:16]([O:18][CH3:19])[CH3:17])=[O:15])=[N:9]2)=[CH:5][CH:4]=1. (6) Given the reactants [N:1]1[N:2]([C:10]2[CH:11]=[C:12]([CH2:21][CH2:22][C:23](O)=[O:24])[CH:13]=[C:14]([C:17]([CH3:20])([CH3:19])[CH3:18])[C:15]=2[OH:16])[N:3]=[C:4]2[CH:9]=[CH:8][CH:7]=[CH:6][C:5]=12.[CH3:26][CH2:27][O:28][C:29]([CH2:31][NH:32][CH2:33][C:34]([O:36][CH2:37][CH3:38])=[O:35])=[O:30].Cl.CN(C)CCCN=C=NCC.O.OC1C2N=NNC=2C=CC=1.C(N(C(C)C)CC)(C)C, predict the reaction product. The product is: [N:1]1[N:2]([C:10]2[CH:11]=[C:12]([CH2:21][CH2:22][C:23]([N:32]([CH2:31][C:29]([O:28][CH2:27][CH3:26])=[O:30])[CH2:33][C:34]([O:36][CH2:37][CH3:38])=[O:35])=[O:24])[CH:13]=[C:14]([C:17]([CH3:18])([CH3:20])[CH3:19])[C:15]=2[OH:16])[N:3]=[C:4]2[CH:9]=[CH:8][CH:7]=[CH:6][C:5]=12. (7) Given the reactants [OH:1][CH2:2][C@H:3]1[CH2:8][CH2:7][C@H:6]([C:9]([O:11]C)=[O:10])[CH2:5][CH2:4]1, predict the reaction product. The product is: [OH:1][CH2:2][C@H:3]1[CH2:4][CH2:5][C@H:6]([C:9]([OH:11])=[O:10])[CH2:7][CH2:8]1. (8) The product is: [NH2:3][C:2]1[C:4]([C:5]2[CH:10]=[C:9]([Cl:11])[CH:8]=[C:7]([Cl:12])[C:6]=2[Cl:13])=[N:14][CH:15]=[C:16]([NH2:18])[N:17]=1. Given the reactants Br.[C:2]([CH:4]([NH:14][CH2:15][C:16]([NH2:18])=[NH:17])[C:5]1[CH:10]=[C:9]([Cl:11])[CH:8]=[C:7]([Cl:12])[C:6]=1[Cl:13])#[N:3].O.[OH-].[Li+], predict the reaction product. (9) Given the reactants Cl.[Cl:2][C:3]1[C:8]([Cl:9])=[CH:7][CH:6]=[CH:5][C:4]=1[N:10]1[CH2:15][CH2:14][NH:13][CH2:12][CH2:11]1.C(=O)([O-])[O-].[K+].[K+].Br[CH2:23][CH2:24][N:25]1[C:33](=[O:34])[C:32]2[C:27](=[CH:28][CH:29]=[CH:30][CH:31]=2)[C:26]1=[O:35].O, predict the reaction product. The product is: [Cl:2][C:3]1[C:8]([Cl:9])=[CH:7][CH:6]=[CH:5][C:4]=1[N:10]1[CH2:15][CH2:14][N:13]([CH2:23][CH2:24][N:25]2[C:26](=[O:35])[C:27]3[C:32](=[CH:31][CH:30]=[CH:29][CH:28]=3)[C:33]2=[O:34])[CH2:12][CH2:11]1. (10) Given the reactants [CH:1]([O:4][CH2:5][CH2:6][NH:7][S:8]([NH:11][C:12](=[O:39])[O:13][CH2:14][CH2:15][CH2:16][C:17]1[CH:22]=[CH:21][C:20]([O:23]COC)=[CH:19][C:18]=1[O:27][C:28]1[C:33]([Cl:34])=[CH:32][C:31]([C:35]([F:38])([F:37])[F:36])=[CH:30][N:29]=1)(=[O:10])=[O:9])([CH3:3])[CH3:2].C(=O)([O-])O.[Na+], predict the reaction product. The product is: [CH:1]([O:4][CH2:5][CH2:6][NH:7][S:8]([NH:11][C:12](=[O:39])[O:13][CH2:14][CH2:15][CH2:16][C:17]1[CH:22]=[CH:21][C:20]([OH:23])=[CH:19][C:18]=1[O:27][C:28]1[C:33]([Cl:34])=[CH:32][C:31]([C:35]([F:36])([F:38])[F:37])=[CH:30][N:29]=1)(=[O:10])=[O:9])([CH3:3])[CH3:2].